This data is from Forward reaction prediction with 1.9M reactions from USPTO patents (1976-2016). The task is: Predict the product of the given reaction. Given the reactants [CH3:1][O:2][C:3]1[CH:4]=[C:5]([C:12]2[CH:17]=[CH:16][N:15]=[CH:14][CH:13]=2)[CH:6]=[CH:7][C:8]=1[N+:9]([O-])=O, predict the reaction product. The product is: [CH3:1][O:2][C:3]1[CH:4]=[C:5]([CH:12]2[CH2:17][CH2:16][NH:15][CH2:14][CH2:13]2)[CH:6]=[CH:7][C:8]=1[NH2:9].